Dataset: TCR-epitope binding with 47,182 pairs between 192 epitopes and 23,139 TCRs. Task: Binary Classification. Given a T-cell receptor sequence (or CDR3 region) and an epitope sequence, predict whether binding occurs between them. (1) The epitope is FADDLNQLTGY. The TCR CDR3 sequence is CASSLTFPWTSGSSSTGELFF. Result: 0 (the TCR does not bind to the epitope). (2) The epitope is AYILFTRFFYV. The TCR CDR3 sequence is CASSHGDSGLAGSDTQYF. Result: 1 (the TCR binds to the epitope). (3) The epitope is AVFDRKSDAK. The TCR CDR3 sequence is CASSSPGQGTEAFF. Result: 1 (the TCR binds to the epitope). (4) The epitope is FLNRFTTTL. The TCR CDR3 sequence is CASSPGHLNYGYTF. Result: 0 (the TCR does not bind to the epitope).